Task: Predict the product of the given reaction.. Dataset: Forward reaction prediction with 1.9M reactions from USPTO patents (1976-2016) Given the reactants [F:1][C:2]([F:36])([F:35])[C:3]1[CH:4]=[C:5]([CH:28]=[C:29]([C:31]([F:34])([F:33])[F:32])[CH:30]=1)[C:6]([N:8]1[CH2:27][CH2:26][C:11]2([N:15]([C:16]3[CH:21]=[CH:20][CH:19]=[CH:18][CH:17]=3)[CH2:14][N:13]([CH2:22][CH2:23]O)[C:12]2=[O:25])[CH2:10][CH2:9]1)=[O:7].[CH3:37][N:38]1[CH2:43][CH2:42][NH:41][CH2:40][CH2:39]1, predict the reaction product. The product is: [F:36][C:2]([F:1])([F:35])[C:3]1[CH:4]=[C:5]([CH:28]=[C:29]([C:31]([F:32])([F:34])[F:33])[CH:30]=1)[C:6]([N:8]1[CH2:27][CH2:26][C:11]2([N:15]([C:16]3[CH:17]=[CH:18][CH:19]=[CH:20][CH:21]=3)[CH2:14][N:13]([CH2:22][CH2:23][N:41]3[CH2:42][CH2:43][N:38]([CH3:37])[CH2:39][CH2:40]3)[C:12]2=[O:25])[CH2:10][CH2:9]1)=[O:7].